This data is from Peptide-MHC class I binding affinity with 185,985 pairs from IEDB/IMGT. The task is: Regression. Given a peptide amino acid sequence and an MHC pseudo amino acid sequence, predict their binding affinity value. This is MHC class I binding data. (1) The peptide sequence is LLAQFTSAI. The MHC is Patr-A0401 with pseudo-sequence Patr-A0401. The binding affinity (normalized) is 0.102. (2) The peptide sequence is RLRAEAQVK. The MHC is HLA-A33:01 with pseudo-sequence HLA-A33:01. The binding affinity (normalized) is 0. (3) The peptide sequence is NCYPYDVPDY. The MHC is HLA-A30:02 with pseudo-sequence HLA-A30:02. The binding affinity (normalized) is 0.385. (4) The peptide sequence is VIENGILKK. The MHC is HLA-A33:01 with pseudo-sequence HLA-A33:01. The binding affinity (normalized) is 0. (5) The peptide sequence is LPANLTLMM. The MHC is HLA-B45:06 with pseudo-sequence HLA-B45:06. The binding affinity (normalized) is 0.213. (6) The peptide sequence is TLNHVLALK. The MHC is HLA-A02:06 with pseudo-sequence HLA-A02:06. The binding affinity (normalized) is 0.117.